Dataset: Full USPTO retrosynthesis dataset with 1.9M reactions from patents (1976-2016). Task: Predict the reactants needed to synthesize the given product. (1) Given the product [CH:1]1([C:4]2[CH:5]=[C:6](/[C:16](=[CH:26]\[C@H:27]3[CH2:31][CH2:30][CH:29]([F:39])[CH2:28]3)/[C:17]([NH:19][C:20]3[CH:24]=[CH:23][N:22]([CH3:25])[N:21]=3)=[O:18])[CH:7]=[CH:8][C:9]=2[S:10]([CH:13]2[CH2:15][CH2:14]2)(=[O:12])=[O:11])[CH2:3][CH2:2]1, predict the reactants needed to synthesize it. The reactants are: [CH:1]1([C:4]2[CH:5]=[C:6](/[C:16](=[CH:26]\[C@H:27]3[CH2:31][CH2:30][CH:29](O)[CH2:28]3)/[C:17]([NH:19][C:20]3[CH:24]=[CH:23][N:22]([CH3:25])[N:21]=3)=[O:18])[CH:7]=[CH:8][C:9]=2[S:10]([CH:13]2[CH2:15][CH2:14]2)(=[O:12])=[O:11])[CH2:3][CH2:2]1.C(N(S(F)(F)[F:39])CC)C. (2) Given the product [Br:1][CH2:2][C:3]1[C:4]([CH3:19])=[C:5]([NH:10][C:11](=[O:17])[O:12][C:13]([CH3:16])([CH3:15])[CH3:14])[CH:6]=[CH:7][CH:8]=1, predict the reactants needed to synthesize it. The reactants are: [Br:1][CH2:2][C:3]1[CH:4]=[C:5]([NH:10][C:11](=[O:17])[O:12][C:13]([CH3:16])([CH3:15])[CH3:14])[CH:6]=[CH:7][C:8]=1Cl.O[CH2:19]C1C(C)=C(NC(=O)OC(C)(C)C)C=CC=1.C1(P(C2C=CC=CC=2)C2C=CC=CC=2)C=CC=CC=1.C(Br)(Br)(Br)Br. (3) Given the product [NH2:1][CH:2]([CH:6]([CH3:11])[C:7]([F:10])([F:9])[F:8])[CH2:3][OH:4], predict the reactants needed to synthesize it. The reactants are: [NH2:1][CH:2]([CH:6]([CH3:11])[C:7]([F:10])([F:9])[F:8])[C:3](O)=[O:4].[H-].[Li+].[Al+3].[H-].[H-].[H-]. (4) Given the product [CH3:1][O:2][CH2:3][C:4]([CH2:5][O:6][CH3:23])([C:7]([CH3:8])([CH3:9])[CH3:10])[CH2:11][O:12][C:13]([CH:16]([CH3:18])[CH3:17])([CH3:15])[CH3:14], predict the reactants needed to synthesize it. The reactants are: [CH3:1][O:2][CH2:3][C:4]([CH2:11][O:12][C:13]([CH:16]([CH3:18])[CH3:17])([CH3:15])[CH3:14])([C:7]([CH3:10])([CH3:9])[CH3:8])[CH2:5][OH:6].[H-].[Na+].CI.[CH3:23]CCCCC.C(OCC)(=O)C.C(N(CC)CC)C. (5) Given the product [F:1][C:2]1[C:7]([F:8])=[CH:6][CH:5]=[CH:4][C:3]=1[C:9]1[N:37]=[C:12]2[CH:13]=[N:14][N:15]([CH2:17][C:18]3[O:22][N:21]=[C:20]([C:23]4[CH:28]=[CH:27][C:26]([OH:29])=[CH:25][C:24]=4[C:33]([F:35])([F:36])[F:34])[CH:19]=3)[CH:16]=[C:11]2[N:10]=1, predict the reactants needed to synthesize it. The reactants are: [F:1][C:2]1[C:7]([F:8])=[CH:6][CH:5]=[CH:4][C:3]=1[C:9]1[N:37]=[C:12]2[CH:13]=[N:14][N:15]([CH2:17][C:18]3[O:22][N:21]=[C:20]([C:23]4[CH:28]=[CH:27][C:26]([O:29]COC)=[CH:25][C:24]=4[C:33]([F:36])([F:35])[F:34])[CH:19]=3)[CH:16]=[C:11]2[N:10]=1. (6) The reactants are: S([O-])([O-])=O.[Na+].[Na+].C(=O)(O)[O-].[Na+].[Br:12][C:13]1[CH:14]=[C:15]([S:20](Cl)(=[O:22])=[O:21])[CH:16]=[C:17]([CH3:19])[CH:18]=1.I[CH3:25]. Given the product [Br:12][C:13]1[CH:14]=[C:15]([S:20]([CH3:25])(=[O:22])=[O:21])[CH:16]=[C:17]([CH3:19])[CH:18]=1, predict the reactants needed to synthesize it.